From a dataset of Peptide-MHC class II binding affinity with 134,281 pairs from IEDB. Regression. Given a peptide amino acid sequence and an MHC pseudo amino acid sequence, predict their binding affinity value. This is MHC class II binding data. (1) The peptide sequence is VAANRIQLLALIATN. The MHC is DRB1_0405 with pseudo-sequence DRB1_0405. The binding affinity (normalized) is 0.459. (2) The peptide sequence is SSLGVDDVGTPELEL. The MHC is DRB1_0404 with pseudo-sequence DRB1_0404. The binding affinity (normalized) is 0.0792. (3) The peptide sequence is EIDTDGDGFIDFNEF. The MHC is HLA-DPA10301-DPB10402 with pseudo-sequence HLA-DPA10301-DPB10402. The binding affinity (normalized) is 0.0940. (4) The peptide sequence is FAVVDLNKMRAVWVDGKART. The MHC is HLA-DPA10103-DPB10401 with pseudo-sequence HLA-DPA10103-DPB10401. The binding affinity (normalized) is 0.491. (5) The peptide sequence is DFLELLRYLAVELLP. The MHC is DRB1_0401 with pseudo-sequence DRB1_0401. The binding affinity (normalized) is 0.335. (6) The peptide sequence is NVGFKAAVAAAASVP. The MHC is HLA-DQA10101-DQB10501 with pseudo-sequence HLA-DQA10101-DQB10501. The binding affinity (normalized) is 0.212. (7) The peptide sequence is TKIMSSKRILERESV. The MHC is H-2-IAb with pseudo-sequence H-2-IAb. The binding affinity (normalized) is 0.314. (8) The peptide sequence is AILRRRRRIAEPATC. The MHC is DRB1_0802 with pseudo-sequence DRB1_0802. The binding affinity (normalized) is 0.361.